Dataset: Reaction yield outcomes from USPTO patents with 853,638 reactions. Task: Predict the reaction yield, written as a fraction of the theoretical maximum amount of product (1.0 means a 100% yield; for example, 0.34 means a 34% yield). (1) The reactants are [CH3:1][O:2][C:3]1[CH:4]=[C:5]2[C:9](=[CH:10][C:11]=1[O:12][CH3:13])[C:8](=[O:14])[N:7]([CH2:15][C:16]([OH:18])=[O:17])[C:6]2=[O:19].C(Cl)CCl.[Cl:24][C:25]1[CH:26]=[N+:27]([O-:50])[CH:28]=[C:29]([Cl:49])[C:30]=1[CH2:31][C@@H:32]([C:34]1[CH:39]=[CH:38][C:37]([O:40][CH:41]([F:43])[F:42])=[C:36]([O:44][CH2:45][CH:46]2[CH2:48][CH2:47]2)[CH:35]=1)O. The catalyst is C(Cl)Cl.CN(C1C=CN=CC=1)C. The product is [Cl:24][C:25]1[CH:26]=[N+:27]([O-:50])[CH:28]=[C:29]([Cl:49])[C:30]=1[CH2:31][C@@H:32]([C:34]1[CH:39]=[CH:38][C:37]([O:40][CH:41]([F:43])[F:42])=[C:36]([O:44][CH2:45][CH:46]2[CH2:48][CH2:47]2)[CH:35]=1)[O:17][C:16](=[O:18])[CH2:15][N:7]1[C:6](=[O:19])[C:5]2[C:9](=[CH:10][C:11]([O:12][CH3:13])=[C:3]([O:2][CH3:1])[CH:4]=2)[C:8]1=[O:14]. The yield is 0.409. (2) The reactants are O[C:2]1[C:3]([C:11]2([CH2:34][OH:35])[C:19]3[C:14](=[CH:15][CH:16]=[CH:17][CH:18]=3)[N:13]([CH2:20][CH2:21][N:22]3[C:30](=[O:31])[C:29]4[C:24](=[CH:25][CH:26]=[CH:27][CH:28]=4)[C:23]3=[O:32])[C:12]2=[O:33])=[CH:4][C:5]2[O:9][CH2:8][O:7][C:6]=2[CH:10]=1.C1(CCN2C3C(=CC=CC=3)C(C3C(O)=CC4OCOC=4C=3)(CO)C2=O)CC1. No catalyst specified. The product is [O:33]=[C:12]1[C:11]2([C:3]3=[CH:4][C:5]4[O:9][CH2:8][O:7][C:6]=4[CH:10]=[C:2]3[O:35][CH2:34]2)[C:19]2[C:14](=[CH:15][CH:16]=[CH:17][CH:18]=2)[N:13]1[CH2:20][CH2:21][N:22]1[C:30](=[O:31])[C:29]2[C:24](=[CH:25][CH:26]=[CH:27][CH:28]=2)[C:23]1=[O:32]. The yield is 0.610. (3) The reactants are Br[C:2]1[CH:7]=[C:6]([C:8]([CH3:11])([CH3:10])[CH3:9])[CH:5]=[C:4]([C:12]([CH3:15])([CH3:14])[CH3:13])[CH:3]=1.CCCCCC.C([Li])CCC.[Cl:27][Si:28](Cl)([Cl:30])[Cl:29]. The catalyst is C(OCC)C. The product is [Cl:27][Si:28]([Cl:30])([Cl:29])[C:2]1[CH:7]=[C:6]([C:8]([CH3:11])([CH3:10])[CH3:9])[CH:5]=[C:4]([C:12]([CH3:15])([CH3:14])[CH3:13])[CH:3]=1. The yield is 0.573. (4) The reactants are [Cl:1][C:2]1[CH:10]=[C:9]2[C:5]([CH:6]=[CH:7][NH:8]2)=[CH:4][C:3]=1B1OCC(C)(C)CO1.[C:19](=O)([O-])[O-:20].[K+].[K+].Br[C:26]1[CH:37]=[CH:36][C:29]([O:30][CH2:31][CH2:32][C:33]([OH:35])=[O:34])=[CH:28][CH:27]=1. The catalyst is O1CCOCC1.CN(C=O)C.C1C=CC(P(C2C=CC=CC=2)[C-]2C=CC=C2)=CC=1.C1C=CC(P(C2C=CC=CC=2)[C-]2C=CC=C2)=CC=1.Cl[Pd]Cl.[Fe+2]. The product is [Cl:1][C:2]1[CH:10]=[C:9]2[C:5]([C:6]([CH:19]=[O:20])=[CH:7][NH:8]2)=[CH:4][C:3]=1[C:26]1[CH:37]=[CH:36][C:29]([O:30][CH2:31][CH2:32][C:33]([OH:35])=[O:34])=[CH:28][CH:27]=1. The yield is 0.870.